From a dataset of Forward reaction prediction with 1.9M reactions from USPTO patents (1976-2016). Predict the product of the given reaction. (1) Given the reactants [CH:1]([CH:3]=[O:4])=O.[F:5][C:6]1[C:7]([NH2:12])=[N:8][CH:9]=[CH:10][CH:11]=1.[C:13]([O-])(O)=[O:14].[Na+], predict the reaction product. The product is: [CH3:13][O:14][C:3](=[O:4])[CH2:1][NH:12][C:7]1[C:6]([F:5])=[CH:11][CH:10]=[CH:9][N:8]=1. (2) Given the reactants [CH2:1]([O:8][C:9](=[O:29])[NH:10][CH2:11][C@H:12]1[CH2:17][CH2:16][C@H:15]([C:18]2[N:22]3[CH:23]=[CH:24][N:25]=[C:26]([NH2:27])[C:21]3=[C:20](I)[N:19]=2)[CH2:14][CH2:13]1)[C:2]1[CH:7]=[CH:6][CH:5]=[CH:4][CH:3]=1.C(OC([N:37]1[C:45]2[C:40](=[CH:41][CH:42]=[CH:43][CH:44]=2)[CH:39]=[C:38]1B(O)O)=O)(C)(C)C.O.C(=O)([O-])[O-].[Cs+].[Cs+], predict the reaction product. The product is: [NH3:10].[CH2:1]([O:8][C:9](=[O:29])[NH:10][CH2:11][C@H:12]1[CH2:17][CH2:16][C@H:15]([C:18]2[N:22]3[CH:23]=[CH:24][N:25]=[C:26]([NH2:27])[C:21]3=[C:20]([C:38]3[NH:37][C:45]4[C:40]([CH:39]=3)=[CH:41][CH:42]=[CH:43][CH:44]=4)[N:19]=2)[CH2:14][CH2:13]1)[C:2]1[CH:7]=[CH:6][CH:5]=[CH:4][CH:3]=1. (3) Given the reactants [Cl:1][C:2]1[CH:7]=[CH:6][CH:5]=[CH:4][C:3]=1[C:8]1[C:21](=[O:22])[N:20]([CH3:23])[C:11]2[N:12]=[C:13]([S:16]([CH3:19])(=[O:18])=[O:17])[N:14]=[CH:15][C:10]=2[CH:9]=1.[F:24][C:25]1[CH:30]=[CH:29]C(N)=[CH:27][CH:26]=1, predict the reaction product. The product is: [Cl:1][C:2]1[CH:7]=[CH:6][CH:5]=[CH:4][C:3]=1[C:8]1[C:21](=[O:22])[N:20]([C:23]2[CH:29]=[CH:30][C:25]([F:24])=[CH:26][CH:27]=2)[C:11]2[N:12]=[C:13]([S:16]([CH3:19])(=[O:17])=[O:18])[N:14]=[CH:15][C:10]=2[CH:9]=1. (4) Given the reactants [CH3:1][O:2][C:3]([NH:5][C@H:6]([C:10]([N:12]1[C@@H:16]([CH3:17])[CH2:15][CH2:14][C@H:13]1[C:18]1[NH:22][C:21]2[C:23]3[C:28]([CH:29]=[CH:30][C:20]=2[N:19]=1)=[CH:27][C:26]1[C:31]2[C:36]([CH2:37][O:38][C:25]=1[CH:24]=3)=[CH:35][C:34]([C:39]1[NH:43][C:42]([C@@H:44]3[CH2:48][C@H:47]([CH2:49][O:50][CH3:51])[CH2:46][N:45]3[C:52]([O:54]C(C)(C)C)=O)=[N:41][CH:40]=1)=[CH:33][CH:32]=2)=[O:11])[CH:7]([CH3:9])[CH3:8])=[O:4].[CH3:59][O:60][C:61]([NH:63][C@H:64]([C:68]1[CH:73]=[CH:72][CH:71]=[CH:70][CH:69]=1)C(O)=O)=[O:62].CCOC(C(C#N)=NOC(N1CCOCC1)=[N+](C)C)=O.F[P-](F)(F)(F)(F)F.C(N(C(C)C)CC)(C)C, predict the reaction product. The product is: [CH3:59][O:60][C:61]([NH:63][C@H:64]([C:68]1[CH:73]=[CH:72][CH:71]=[CH:70][CH:69]=1)[C:52]([N:45]1[CH2:46][C@@H:47]([CH2:49][O:50][CH3:51])[CH2:48][C@H:44]1[C:42]1[NH:43][C:39]([C:34]2[CH:35]=[C:36]3[CH2:37][O:38][C:25]4[CH:24]=[C:23]5[C:28]([CH:29]=[CH:30][C:20]6[N:19]=[C:18]([C@@H:13]7[CH2:14][CH2:15][C@H:16]([CH3:17])[N:12]7[C:10](=[O:11])[C@@H:6]([NH:5][C:3](=[O:4])[O:2][CH3:1])[CH:7]([CH3:9])[CH3:8])[NH:22][C:21]=65)=[CH:27][C:26]=4[C:31]3=[CH:32][CH:33]=2)=[CH:40][N:41]=1)=[O:54])=[O:62]. (5) Given the reactants [CH2:1]([C@@H:8]1[NH:17][C:16]2[C:11](=[CH:12][CH:13]=[CH:14][CH:15]=2)[NH:10][C:9]1=O)[C:2]1[CH:7]=[CH:6][CH:5]=[CH:4][CH:3]=1.[F:19][C:20]([F:32])([S:24][C:25]1[CH:30]=[CH:29][C:28]([F:31])=[CH:27][CH:26]=1)[C:21]([OH:23])=O.P(Cl)(Cl)(Cl)=[O:34].N1C=C[CH:41]=[CH:40][CH:39]=1, predict the reaction product. The product is: [C:1]1([C:2]2[CH:3]=[CH:4][CH:5]=[CH:6][CH:7]=2)[CH:41]=[CH:40][CH:39]=[C:9]([NH:10][C:11](=[O:34])[CH2:12][CH2:13][CH2:14][CH2:15][CH2:16][NH:17][C:21](=[O:23])[C:20]([F:19])([F:32])[S:24][C:25]2[CH:30]=[CH:29][C:28]([F:31])=[CH:27][CH:26]=2)[CH:8]=1. (6) Given the reactants CO[N:3]=[CH:4][C:5]1[CH:10]=[CH:9][C:8]([N+:11]([O-])=O)=[C:7]([OH:14])[CH:6]=1.C(=O)=O.[ClH:18].[H][H], predict the reaction product. The product is: [ClH:18].[ClH:18].[NH2:11][C:8]1[CH:9]=[CH:10][C:5]([CH2:4][NH2:3])=[CH:6][C:7]=1[OH:14].